From a dataset of Forward reaction prediction with 1.9M reactions from USPTO patents (1976-2016). Predict the product of the given reaction. (1) Given the reactants [CH3:1][O:2][CH2:3][CH2:4][C@@H:5]1[NH:10][CH2:9][CH2:8][N:7]([C:11]2[C:20]3[N:19]=[C:18]([CH:21]([CH3:23])[CH3:22])[S:17][C:16]=3[NH:15][C:14]3[CH:24]=[CH:25][CH:26]=[CH:27][C:13]=3[N:12]=2)[CH2:6]1.[CH:28](=O)[CH3:29].C(O[BH-](OC(=O)C)OC(=O)C)(=O)C.[Na+].[Cl:45]C(Cl)C, predict the reaction product. The product is: [ClH:45].[ClH:45].[CH2:28]([N:10]1[CH2:9][CH2:8][N:7]([C:11]2[C:20]3[N:19]=[C:18]([CH:21]([CH3:23])[CH3:22])[S:17][C:16]=3[NH:15][C:14]3[CH:24]=[CH:25][CH:26]=[CH:27][C:13]=3[N:12]=2)[CH2:6][C@@H:5]1[CH2:4][CH2:3][O:2][CH3:1])[CH3:29]. (2) Given the reactants [Br:1][C:2]1[N:3]=[C:4]2[CH:10]=[CH:9][NH:8][C:5]2=[N:6][CH:7]=1.[Cl-].C([Al+]CC)C.[C:17](Cl)(=[O:22])[C:18]([CH3:21])([CH3:20])[CH3:19].C([O-])(O)=O.[Na+], predict the reaction product. The product is: [Br:1][C:2]1[N:3]=[C:4]2[C:10]([C:17](=[O:22])[C:18]([CH3:21])([CH3:20])[CH3:19])=[CH:9][NH:8][C:5]2=[N:6][CH:7]=1. (3) The product is: [CH3:1][C:2]1[C:7]([O:8][C:9]2[C:10]3[CH:18]=[CH:17][C:16](=[O:19])[N:15]([CH:20]4[CH2:21][CH2:22][N:23]([C:26]([O:28][CH:29]([CH3:31])[CH3:30])=[O:27])[CH2:24][CH2:25]4)[C:11]=3[N:12]=[CH:13][N:14]=2)=[CH:6][CH:5]=[CH:4][N:3]=1. Given the reactants [CH3:1][C:2]1[C:7]([O:8][C:9]2[C:10]3[CH:18]=[CH:17][C:16](=[O:19])[N:15]([CH:20]4[CH2:25][CH2:24][N:23]([C:26]([O:28][C:29](C)([CH3:31])[CH3:30])=[O:27])[CH2:22][CH2:21]4)[C:11]=3[N:12]=[CH:13][N:14]=2)=[CH:6][CH:5]=[CH:4][N:3]=1.FC(F)(F)C(O)=O.C(N(CC)CC)C.C(OC(Cl)=O)(C)C, predict the reaction product. (4) Given the reactants Cl.Cl.[NH2:3][CH2:4][CH2:5][N:6]1[C:14]2[C:13]([NH:15][C:16]3[CH:21]=[CH:20][C:19]([O:22][C:23]4[C:28]5[CH:29]=[CH:30][O:31][C:27]=5[CH:26]=[CH:25][CH:24]=4)=[C:18]([Cl:32])[CH:17]=3)=[N:12][CH:11]=[N:10][C:9]=2[CH:8]=[CH:7]1.[C:33](O)(=[O:35])[CH3:34].ON1C2C=CC=CC=2N=N1.Cl.C(N=C=NCCCN(C)C)C, predict the reaction product. The product is: [O:31]1[C:27]2[CH:26]=[CH:25][CH:24]=[C:23]([O:22][C:19]3[CH:20]=[CH:21][C:16]([NH:15][C:13]4[C:14]5[N:6]([CH2:5][CH2:4][NH:3][C:33](=[O:35])[CH3:34])[CH:7]=[CH:8][C:9]=5[N:10]=[CH:11][N:12]=4)=[CH:17][C:18]=3[Cl:32])[C:28]=2[CH:29]=[CH:30]1. (5) Given the reactants [CH2:1]([O:8][C:9]1[CH:14]=[CH:13][C:12]([S:15]([C:18]2[CH:23]=[CH:22][C:21]([CH2:24][CH2:25][NH:26][C:27](=[O:32])[C:28]([F:31])([F:30])[F:29])=[CH:20][CH:19]=2)(=[O:17])=[O:16])=[CH:11][C:10]=1[OH:33])[C:2]1[CH:7]=[CH:6][CH:5]=[CH:4][CH:3]=1.N1C(C)=CC=CC=1C.[F:42][C:43]([F:56])([F:55])[S:44](O[S:44]([C:43]([F:56])([F:55])[F:42])(=[O:46])=[O:45])(=[O:46])=[O:45].N, predict the reaction product. The product is: [F:42][C:43]([F:56])([F:55])[S:44]([O:33][C:10]1[CH:11]=[C:12]([S:15]([C:18]2[CH:23]=[CH:22][C:21]([CH2:24][CH2:25][NH:26][C:27](=[O:32])[C:28]([F:30])([F:31])[F:29])=[CH:20][CH:19]=2)(=[O:17])=[O:16])[CH:13]=[CH:14][C:9]=1[O:8][CH2:1][C:2]1[CH:3]=[CH:4][CH:5]=[CH:6][CH:7]=1)(=[O:46])=[O:45]. (6) Given the reactants C[O:2][C:3](=[O:38])[C:4]1[CH:9]=[CH:8][CH:7]=[C:6]([NH:10][CH2:11][C:12](=[O:37])[CH2:13][CH2:14][N:15]2[CH2:20][CH2:19][CH:18]([O:21][C:22](=[O:36])[NH:23][C:24]3[CH:29]=[CH:28][CH:27]=[CH:26][C:25]=3[C:30]3[CH:35]=[CH:34][CH:33]=[CH:32][CH:31]=3)[CH2:17][CH2:16]2)[CH:5]=1.[OH-].[Li+].C(#N)C.Cl, predict the reaction product. The product is: [C:25]1([C:30]2[CH:35]=[CH:34][CH:33]=[CH:32][CH:31]=2)[CH:26]=[CH:27][CH:28]=[CH:29][C:24]=1[NH:23][C:22]([O:21][CH:18]1[CH2:17][CH2:16][N:15]([CH2:14][CH2:13][C:12]([CH2:11][NH:10][C:6]2[CH:5]=[C:4]([CH:9]=[CH:8][CH:7]=2)[C:3]([OH:38])=[O:2])=[O:37])[CH2:20][CH2:19]1)=[O:36].